Dataset: Forward reaction prediction with 1.9M reactions from USPTO patents (1976-2016). Task: Predict the product of the given reaction. (1) Given the reactants [Cl:1][C:2]1[CH:7]=[CH:6][C:5]([C@H:8]2[C@H:13]([OH:14])[C@@H:12]([OH:15])[C@H:11]([OH:16])[C@@H:10]([S:17][CH2:18][CH3:19])[O:9]2)=[CH:4][C:3]=1[CH2:20][C:21]1[CH:26]=[CH:25][C:24]([O:27][CH2:28][CH3:29])=[CH:23][CH:22]=1.[OH:30]O, predict the reaction product. The product is: [Cl:1][C:2]1[CH:7]=[CH:6][C:5]([C@H:8]2[C@H:13]([OH:14])[C@@H:12]([OH:15])[C@H:11]([OH:16])[C@@H:10]([S:17]([CH2:18][CH3:19])=[O:30])[O:9]2)=[CH:4][C:3]=1[CH2:20][C:21]1[CH:22]=[CH:23][C:24]([O:27][CH2:28][CH3:29])=[CH:25][CH:26]=1. (2) Given the reactants C(N(S(F)(F)[F:7])CC)C.[F:10][C:11]([F:33])([F:32])[C:12]1[N:16]2[N:17]=[C:18]([N:21]3[CH2:26][CH2:25][CH:24]([CH2:27][O:28][CH2:29][CH2:30]O)[CH2:23][CH2:22]3)[CH:19]=[CH:20][C:15]2=[N:14][N:13]=1, predict the reaction product. The product is: [F:7][CH2:30][CH2:29][O:28][CH2:27][CH:24]1[CH2:25][CH2:26][N:21]([C:18]2[CH:19]=[CH:20][C:15]3[N:16]([C:12]([C:11]([F:33])([F:32])[F:10])=[N:13][N:14]=3)[N:17]=2)[CH2:22][CH2:23]1. (3) Given the reactants [Cl:1][C:2]1[C:3]([CH2:8][NH:9][C:10]([C@H:12]2[CH2:17][N:16]([C:18]([O:20][CH2:21][C:22]3[CH:27]=[CH:26][CH:25]=[CH:24][CH:23]=3)=[O:19])[C@H:15]([CH2:28][OH:29])[CH2:14][CH2:13]2)=[O:11])=[N:4][CH:5]=[CH:6][N:7]=1.[C:30](Cl)(=[O:32])[CH3:31].N1C=CC=CC=1.[NH4+].[Cl-], predict the reaction product. The product is: [C:30]([O:29][CH2:28][C@@H:15]1[CH2:14][CH2:13][C@@H:12]([C:10](=[O:11])[NH:9][CH2:8][C:3]2[C:2]([Cl:1])=[N:7][CH:6]=[CH:5][N:4]=2)[CH2:17][N:16]1[C:18]([O:20][CH2:21][C:22]1[CH:23]=[CH:24][CH:25]=[CH:26][CH:27]=1)=[O:19])(=[O:32])[CH3:31]. (4) Given the reactants [CH:1](N(C(C)C)CC)(C)C.N[C:11]1[N:16]=[CH:15][N:14]=[C:13]([O:17][C:18]2[CH:23]=[CH:22][C:21]([NH:24]C(NC(=O)CC3C=CC(F)=CC=3)=S)=[CH:20][C:19]=2[F:38])[CH:12]=1.[F:39][C:40]1[CH:48]=[CH:47][C:46]([CH3:49])=[CH:45][C:41]=1[C:42]([OH:44])=O.CCN=C=NCCCN(C)C.C1C=CC2N(O)N=NC=2C=1, predict the reaction product. The product is: [NH2:14][C:15]1[CH:1]=[C:13]([O:17][C:18]2[CH:23]=[CH:22][C:21]([NH:24][C:42](=[O:44])[C:41]3[CH:45]=[C:46]([CH3:49])[CH:47]=[CH:48][C:40]=3[F:39])=[CH:20][C:19]=2[F:38])[CH:12]=[CH:11][N:16]=1. (5) Given the reactants [Br:1][C:2]1[CH:7]=[CH:6][C:5]([N:8]([CH2:17][C:18]2[CH:23]=[CH:22][C:21]([O:24][CH3:25])=[CH:20][CH:19]=2)[CH2:9][CH2:10][CH2:11][CH2:12][C:13]([O:15][CH3:16])=[O:14])=[C:4]([CH:26]=O)[CH:3]=1.CO.C[O-].[Na+].Cl, predict the reaction product. The product is: [Br:1][C:2]1[CH:7]=[CH:6][C:5]2[N:8]([CH2:17][C:18]3[CH:19]=[CH:20][C:21]([O:24][CH3:25])=[CH:22][CH:23]=3)[CH2:9][CH2:10][CH2:11][C:12]([C:13]([O:15][CH3:16])=[O:14])=[CH:26][C:4]=2[CH:3]=1.